Dataset: Full USPTO retrosynthesis dataset with 1.9M reactions from patents (1976-2016). Task: Predict the reactants needed to synthesize the given product. (1) Given the product [NH2:4][C:3]1[CH:5]=[C:6]([O:9][CH2:10][C:11]2[C:12]([F:22])=[C:13]([F:21])[CH:14]=[CH:15][C:16]=2[OH:17])[CH:7]=[CH:8][C:2]=1[F:1], predict the reactants needed to synthesize it. The reactants are: [F:1][C:2]1[CH:8]=[CH:7][C:6]([O:9][CH2:10][C:11]2[C:16]([O:17]COC)=[CH:15][CH:14]=[C:13]([F:21])[C:12]=2[F:22])=[CH:5][C:3]=1[NH2:4].Cl. (2) Given the product [CH3:30][O:29][C:22]1[C:21]([C:4]2[N:5]=[N:6][N:2]([CH3:1])[N:3]=2)=[C:26]([O:27][CH3:28])[N:25]=[CH:24][N:23]=1, predict the reactants needed to synthesize it. The reactants are: [CH3:1][N:2]1[N:6]=[N:5][C:4]([Sn](CCCC)(CCCC)CCCC)=[N:3]1.Br[C:21]1[C:22]([O:29][CH3:30])=[N:23][CH:24]=[N:25][C:26]=1[O:27][CH3:28]. (3) Given the product [C:1]([O:5][C:6]([N:8]1[C:13]2[CH:14]=[C:15]([Cl:19])[C:16]([C:46]3[CH:51]=[CH:50][CH:49]=[CH:48][N:47]=3)=[CH:17][C:12]=2[O:11][CH:10]([C:20]([N:22]2[CH2:27][CH2:26][C:25]([C:36]#[N:37])([CH2:28][C:29]3[CH:34]=[CH:33][C:32]([F:35])=[CH:31][CH:30]=3)[CH2:24][CH2:23]2)=[O:21])[CH2:9]1)=[O:7])([CH3:4])([CH3:3])[CH3:2], predict the reactants needed to synthesize it. The reactants are: [C:1]([O:5][C:6]([N:8]1[C:13]2[CH:14]=[C:15]([Cl:19])[C:16](Br)=[CH:17][C:12]=2[O:11][CH:10]([C:20]([N:22]2[CH2:27][CH2:26][C:25]([C:36]#[N:37])([CH2:28][C:29]3[CH:34]=[CH:33][C:32]([F:35])=[CH:31][CH:30]=3)[CH2:24][CH2:23]2)=[O:21])[CH2:9]1)=[O:7])([CH3:4])([CH3:3])[CH3:2].CC1(C)C(C)(C)OB([C:46]2[CH:51]=[CH:50][CH:49]=[CH:48][N:47]=2)O1.C([O-])([O-])=O.[Na+].[Na+]. (4) Given the product [F:34][C:32]([F:33])([F:35])[C:28]1[N:27]=[C:26]([NH:25][C:2]2[CH:3]=[CH:4][N:5]=[CH:6][C:7]=2[C:8]#[N:9])[CH:31]=[CH:30][CH:29]=1, predict the reactants needed to synthesize it. The reactants are: Cl[C:2]1[C:7]([C:8]#[N:9])=[CH:6][N:5]=[C:4](N[C@@H]2CCCC[C@@H]2NC(=O)OC(C)(C)C)[CH:3]=1.[NH2:25][C:26]1[CH:31]=[CH:30][CH:29]=[C:28]([C:32]([F:35])([F:34])[F:33])[N:27]=1.C1(P(C2CCCCC2)C2C=CC=CC=2C2C(C(C)C)=CC(C(C)C)=CC=2C(C)C)CCCCC1.C(=O)([O-])[O-].[Cs+].[Cs+].C(O)(C(F)(F)F)=O. (5) Given the product [OH:8][C:9]1[C:42]([CH3:43])=[CH:41][C:12]([C:13]([C:15]2[N:20]=[CH:19][N:18]=[C:17]([N:21]3[CH2:22][CH2:23][CH:24]([N:27]4[CH2:33][CH2:32][C:31]5[CH:34]=[C:35]([O:38][CH3:39])[CH:36]=[CH:37][C:30]=5[NH:29][C:28]4=[O:40])[CH2:25][CH2:26]3)[CH:16]=2)=[O:14])=[CH:11][C:10]=1[CH3:44], predict the reactants needed to synthesize it. The reactants are: C([O:8][C:9]1[C:42]([CH3:43])=[CH:41][C:12]([C:13]([C:15]2[N:20]=[CH:19][N:18]=[C:17]([N:21]3[CH2:26][CH2:25][CH:24]([N:27]4[CH2:33][CH2:32][C:31]5[CH:34]=[C:35]([O:38][CH3:39])[CH:36]=[CH:37][C:30]=5[NH:29][C:28]4=[O:40])[CH2:23][CH2:22]3)[CH:16]=2)=[O:14])=[CH:11][C:10]=1[CH3:44])C1C=CC=CC=1.[H][H].